This data is from Full USPTO retrosynthesis dataset with 1.9M reactions from patents (1976-2016). The task is: Predict the reactants needed to synthesize the given product. (1) Given the product [F:1][C:2]1[CH:28]=[CH:27][C:5]2[N:6]=[C:7]([NH:9][C:10]3[CH:15]=[CH:14][C:13]([C:16]4[CH:21]=[CH:20][C:19]([C:22]([OH:24])=[O:23])=[C:18]([Cl:26])[CH:17]=4)=[CH:12][CH:11]=3)[S:8][C:4]=2[CH:3]=1, predict the reactants needed to synthesize it. The reactants are: [F:1][C:2]1[CH:28]=[CH:27][C:5]2[N:6]=[C:7]([NH:9][C:10]3[CH:15]=[CH:14][C:13]([C:16]4[CH:21]=[CH:20][C:19]([C:22]([O:24]C)=[O:23])=[C:18]([Cl:26])[CH:17]=4)=[CH:12][CH:11]=3)[S:8][C:4]=2[CH:3]=1.CO.O.[OH-].[Na+]. (2) The reactants are: [C:1]([O:5][C:6]([C:8]1[CH:27]=[CH:26][C:11]([CH2:12][CH:13]([C:20]([O:22][CH2:23][CH:24]=[CH2:25])=[O:21])[C:14]([O:16][CH2:17][CH:18]=[CH2:19])=[O:15])=[CH:10][CH:9]=1)=[O:7])([CH3:4])([CH3:3])[CH3:2].Br[CH2:29][CH2:30][C:31]1([CH2:34][C:35]([O:37][CH2:38][CH3:39])=[O:36])[CH2:33][CH2:32]1.C(=O)([O-])[O-].[Cs+].[Cs+]. Given the product [C:1]([O:5][C:6]([C:8]1[CH:27]=[CH:26][C:11]([CH2:12][C:13]([CH2:29][CH2:30][C:31]2([CH2:34][C:35]([O:37][CH2:38][CH3:39])=[O:36])[CH2:33][CH2:32]2)([C:20]([O:22][CH2:23][CH:24]=[CH2:25])=[O:21])[C:14]([O:16][CH2:17][CH:18]=[CH2:19])=[O:15])=[CH:10][CH:9]=1)=[O:7])([CH3:2])([CH3:4])[CH3:3], predict the reactants needed to synthesize it. (3) Given the product [CH3:17][N:8]1[C:6]2=[N:7][C:2]([C:48]3[CH:49]=[CH:37][CH:38]=[C:39]([CH2:40][N:41]4[CH2:46][CH2:45][O:44][CH2:43][CH2:42]4)[CH:47]=3)=[CH:3][C:4]([C:18]([F:21])([F:20])[F:19])=[C:5]2[C:10]([C:11]2[CH:12]=[N:13][CH:14]=[CH:15][CH:16]=2)=[N:9]1, predict the reactants needed to synthesize it. The reactants are: Cl[C:2]1[N:7]=[C:6]2[N:8]([CH3:17])[N:9]=[C:10]([C:11]3[CH:12]=[N:13][CH:14]=[CH:15][CH:16]=3)[C:5]2=[C:4]([C:18]([F:21])([F:20])[F:19])[CH:3]=1.COCCOC.O.CC1(C)C(C)(C)OB([C:37]2[CH:38]=[C:39]([CH:47]=[CH:48][CH:49]=2)[CH2:40][N:41]2[CH2:46][CH2:45][O:44][CH2:43][CH2:42]2)O1.O.O.P([O-])([O-])([O-])=O.[K+].[K+].[K+]. (4) Given the product [CH2:20]([O:19][C:17]([N:6]1[C:7]2[C:12](=[CH:11][CH:10]=[CH:9][CH:8]=2)[C:3](=[O:2])[CH2:4][CH:5]1[CH3:27])=[O:18])[C:21]1[CH:26]=[CH:25][CH:24]=[CH:23][CH:22]=1, predict the reactants needed to synthesize it. The reactants are: C[O:2][C:3]1[C:12]2[C:7](=[CH:8][CH:9]=[CH:10][CH:11]=2)[N:6]=[CH:5][CH:4]=1.C[Mg]Cl.Cl[C:17]([O:19][CH2:20][C:21]1[CH:26]=[CH:25][CH:24]=[CH:23][CH:22]=1)=[O:18].[CH3:27]O.